Regression. Given two drug SMILES strings and cell line genomic features, predict the synergy score measuring deviation from expected non-interaction effect. From a dataset of NCI-60 drug combinations with 297,098 pairs across 59 cell lines. Drug 1: C1CC(C1)(C(=O)O)C(=O)O.[NH2-].[NH2-].[Pt+2]. Drug 2: CC1=C(C(=O)C2=C(C1=O)N3CC4C(C3(C2COC(=O)N)OC)N4)N. Cell line: SF-539. Synergy scores: CSS=51.2, Synergy_ZIP=-4.41, Synergy_Bliss=-3.85, Synergy_Loewe=-14.0, Synergy_HSA=1.03.